The task is: Predict the product of the given reaction.. This data is from Forward reaction prediction with 1.9M reactions from USPTO patents (1976-2016). (1) Given the reactants [NH2:1][C:2]1[S:6][C:5]2[CH:7]=[CH:8][CH:9]=[CH:10][C:4]=2[C:3]=1[C:11]([O:13][CH2:14][CH3:15])=[O:12].F[C:17]1[CH:22]=[CH:21][CH:20]=[CH:19][C:18]=1[N+:23]([O-:25])=[O:24].C(=O)([O-])[O-].[K+].[K+], predict the reaction product. The product is: [N+:23]([C:18]1[CH:19]=[CH:20][CH:21]=[CH:22][C:17]=1[NH:1][C:2]1[S:6][C:5]2[CH:7]=[CH:8][CH:9]=[CH:10][C:4]=2[C:3]=1[C:11]([O:13][CH2:14][CH3:15])=[O:12])([O-:25])=[O:24]. (2) Given the reactants [Br:1][C:2]1[CH:3]=[CH:4][C:5]2[C:6]([C:11]=1[F:12])=[N+:7]([O-])[O:8][N:9]=2.P(OC)(OC)OC, predict the reaction product. The product is: [Br:1][C:2]1[CH:3]=[CH:4][C:5]2=[N:9][O:8][N:7]=[C:6]2[C:11]=1[F:12]. (3) The product is: [OH:35][C:36]1[CH:41]=[C:40]([C:17]2[CH:18]=[CH:19][C:20]3[N:21]([N:23]=[C:24]([NH:26][C:27](=[O:34])[C:28]4[CH:33]=[CH:32][CH:31]=[CH:30][CH:29]=4)[N:25]=3)[CH:22]=2)[CH:39]=[CH:38][CH:37]=1. Given the reactants S1C=CC(C2N3N=C(N)N=C3C=CC=2)=C1.Br[C:17]1[CH:18]=[CH:19][C:20]2[N:21]([N:23]=[C:24]([NH:26][C:27](=[O:34])[C:28]3[CH:33]=[CH:32][CH:31]=[CH:30][CH:29]=3)[N:25]=2)[CH:22]=1.[OH:35][C:36]1[CH:37]=[C:38](B(O)O)[CH:39]=[CH:40][CH:41]=1, predict the reaction product.